From a dataset of Forward reaction prediction with 1.9M reactions from USPTO patents (1976-2016). Predict the product of the given reaction. (1) Given the reactants [NH:1]1[CH2:6][CH2:5][CH:4]([CH2:7][CH2:8][C:9]([C:11]2[CH:12]=[C:13]3[C:18]4=[C:19]([CH2:21][CH2:22][N:17]4[C:16](=[O:23])[CH2:15][CH2:14]3)[CH:20]=2)=[O:10])[CH2:3][CH2:2]1.CS(O[CH2:29][CH2:30][C:31]1[CH:36]=[CH:35][CH:34]=[CH:33][C:32]=1[Cl:37])(=O)=O, predict the reaction product. The product is: [ClH:37].[Cl:37][C:32]1[CH:33]=[CH:34][CH:35]=[CH:36][C:31]=1[CH2:30][CH2:29][N:1]1[CH2:2][CH2:3][CH:4]([CH2:7][CH2:8][C:9]([C:11]2[CH:12]=[C:13]3[C:18]4=[C:19]([CH2:21][CH2:22][N:17]4[C:16](=[O:23])[CH2:15][CH2:14]3)[CH:20]=2)=[O:10])[CH2:5][CH2:6]1. (2) Given the reactants C(OC(=O)[NH:10][C@H:11]1[CH2:16][CH2:15][C@@H:14]([NH:17][C:18]([O:20][C:21]([CH3:24])([CH3:23])[CH3:22])=[O:19])[CH2:13][CH2:12]1)C1C=CC=CC=1, predict the reaction product. The product is: [C:21]([O:20][C:18](=[O:19])[NH:17][C@H:14]1[CH2:13][CH2:12][C@@H:11]([NH2:10])[CH2:16][CH2:15]1)([CH3:24])([CH3:22])[CH3:23].